From a dataset of Peptide-MHC class I binding affinity with 185,985 pairs from IEDB/IMGT. Regression. Given a peptide amino acid sequence and an MHC pseudo amino acid sequence, predict their binding affinity value. This is MHC class I binding data. (1) The peptide sequence is FMRERQLPQ. The MHC is HLA-B14:02 with pseudo-sequence HLA-B14:02. The binding affinity (normalized) is 0.213. (2) The peptide sequence is IDPLIVSTS. The MHC is HLA-B40:02 with pseudo-sequence HLA-B40:02. The binding affinity (normalized) is 0.220. (3) The peptide sequence is AQPEAAESET. The MHC is Mamu-A01 with pseudo-sequence Mamu-A01. The binding affinity (normalized) is 0. (4) The peptide sequence is EIEIEKNKK. The MHC is HLA-B57:01 with pseudo-sequence HLA-B57:01. The binding affinity (normalized) is 0.0847.